Dataset: Reaction yield outcomes from USPTO patents with 853,638 reactions. Task: Predict the reaction yield, written as a fraction of the theoretical maximum amount of product (1.0 means a 100% yield; for example, 0.34 means a 34% yield). The reactants are O1CCCC1.Br[C:7]1[CH:16]=[N:15][C:10]2[O:11][CH2:12][CH2:13][NH:14][C:9]=2[CH:8]=1.[C:17]([C:20]1[CH:25]=[CH:24][C:23](B(O)O)=[CH:22][CH:21]=1)(=[O:19])[CH3:18].C(=O)([O-])[O-].[K+].[K+]. The catalyst is O. The product is [NH:14]1[CH2:13][CH2:12][O:11][C:10]2[N:15]=[CH:16][C:7]([C:23]3[CH:24]=[CH:25][C:20]([C:17](=[O:19])[CH3:18])=[CH:21][CH:22]=3)=[CH:8][C:9]1=2. The yield is 0.620.